From a dataset of Catalyst prediction with 721,799 reactions and 888 catalyst types from USPTO. Predict which catalyst facilitates the given reaction. (1) Reactant: [C:1]1([C:7]#[C:8]C#C)[CH:6]=[CH:5][CH:4]=[CH:3][CH:2]=1.[Mg].BrC1C=CC(C=C)=CC=1.Cl[P:22]([C:29]1[CH:34]=[CH:33][CH:32]=[CH:31][CH:30]=1)[C:23]1[CH:28]=[CH:27][CH:26]=[CH:25][CH:24]=1. Product: [CH:7]([C:1]1[CH:2]=[CH:3][C:4]([P:22]([C:29]2[CH:30]=[CH:31][CH:32]=[CH:33][CH:34]=2)[C:23]2[CH:28]=[CH:27][CH:26]=[CH:25][CH:24]=2)=[CH:5][CH:6]=1)=[CH2:8]. The catalyst class is: 1. (2) Reactant: [O:1]1[C:5]2[CH:6]=[CH:7][CH:8]=[CH:9][C:4]=2[C:3]([C:10](=[N+]=[N-])[C:11]([O:13][CH3:14])=[O:12])=[CH:2]1.[CH3:17][O:18][C:19]1[O:20][CH:21]=[CH:22][CH:23]=1. Product: [O:1]1[C:5]2[CH:6]=[CH:7][CH:8]=[CH:9][C:4]=2[C:3](/[C:10](=[CH:21]\[CH:22]=[CH:23]/[C:19]([O:18][CH3:17])=[O:20])/[C:11]([O:13][CH3:14])=[O:12])=[CH:2]1. The catalyst class is: 81.